From a dataset of Forward reaction prediction with 1.9M reactions from USPTO patents (1976-2016). Predict the product of the given reaction. Given the reactants [CH2:1]([O:8][C:9]1[C:17]2[CH:16]([CH2:18][C:19]([O:21]CC)=[O:20])[O:15][B:14]([OH:24])[C:13]=2[CH:12]=[C:11]([OH:25])[CH:10]=1)[C:2]1[CH:7]=[CH:6][CH:5]=[CH:4][CH:3]=1.[OH-].[Li+].Cl, predict the reaction product. The product is: [CH2:1]([O:8][C:9]1[C:17]2[CH:16]([CH2:18][C:19]([OH:21])=[O:20])[O:15][B:14]([OH:24])[C:13]=2[CH:12]=[C:11]([OH:25])[CH:10]=1)[C:2]1[CH:7]=[CH:6][CH:5]=[CH:4][CH:3]=1.